The task is: Regression. Given a peptide amino acid sequence and an MHC pseudo amino acid sequence, predict their binding affinity value. This is MHC class II binding data.. This data is from Peptide-MHC class II binding affinity with 134,281 pairs from IEDB. (1) The peptide sequence is GELQIVDQIDAAFKI. The MHC is DRB1_0802 with pseudo-sequence DRB1_0802. The binding affinity (normalized) is 0.597. (2) The peptide sequence is TDIAEMGANLCVERV. The MHC is HLA-DQA10501-DQB10303 with pseudo-sequence HLA-DQA10501-DQB10303. The binding affinity (normalized) is 0.414. (3) The peptide sequence is GMLPVCPLIPGSTTT. The MHC is DRB1_1302 with pseudo-sequence DRB1_1302. The binding affinity (normalized) is 0. (4) The peptide sequence is PAADKFKTFEAAFTS. The MHC is DRB1_1302 with pseudo-sequence DRB1_1302. The binding affinity (normalized) is 0.187. (5) The peptide sequence is DKLTGPFTVRYTTEG. The MHC is HLA-DQA10301-DQB10302 with pseudo-sequence HLA-DQA10301-DQB10302. The binding affinity (normalized) is 0.0949. (6) The peptide sequence is AFKVAATAVNAAPAN. The MHC is DRB1_0701 with pseudo-sequence DRB1_0701. The binding affinity (normalized) is 0.723. (7) The peptide sequence is QVAFSYFPPPAAKED. The MHC is DRB1_1602 with pseudo-sequence DRB1_1602. The binding affinity (normalized) is 0.543. (8) The peptide sequence is EKVDAAFKVAATAAN. The MHC is HLA-DQA10102-DQB10602 with pseudo-sequence HLA-DQA10102-DQB10602. The binding affinity (normalized) is 0.649. (9) The peptide sequence is HQQGRCRTCVYNMMG. The MHC is DRB1_0701 with pseudo-sequence DRB1_0701. The binding affinity (normalized) is 0.543. (10) The peptide sequence is EGAVAVRRKRALSAT. The MHC is HLA-DQA10101-DQB10501 with pseudo-sequence HLA-DQA10101-DQB10501. The binding affinity (normalized) is 0.